This data is from Volume of distribution at steady state (VDss) regression data from Lombardo et al.. The task is: Regression/Classification. Given a drug SMILES string, predict its absorption, distribution, metabolism, or excretion properties. Task type varies by dataset: regression for continuous measurements (e.g., permeability, clearance, half-life) or binary classification for categorical outcomes (e.g., BBB penetration, CYP inhibition). For this dataset (vdss_lombardo), we predict log10(VDss) (log10 of volume of distribution in L/kg). (1) The drug is CC(O)C(=O)Nc1c(I)c(C(=O)NC(CO)CO)c(I)c(C(=O)NC(CO)CO)c1I. The log10(VDss) is -0.550. (2) The drug is CC(C)Oc1ccccc1N1CCN(Cc2cccc(C(=O)N3CCCCC3)c2)CC1. The log10(VDss) is 0.190. (3) The compound is CCCCCCCCOCCOC(=O)CN(CC(=O)[O-])c1ccccc1OCCOc1ccccc1[NH+](CC(=O)[O-])CC(=O)OCCOCCCCCCCC. The log10(VDss) is 0.0400. (4) The compound is Cc1nc2c([nH]1)-c1ccccc1N(C(=O)c1ccc(NC(=O)c3ccccc3-c3ccccc3)cc1)CC2. The log10(VDss) is -0.120. (5) The drug is C[NH+](C)CCCN1c2ccccc2Sc2ccccc21. The log10(VDss) is 0.910. (6) The log10(VDss) is -0.0800. The molecule is Nc1ccc(S(=O)(=O)c2ccc(N)cc2)cc1. (7) The compound is CNC(=O)C(c1ccccc1)N1CCc2cc(OC)c(OC)cc2C1CCc1ccc(C(F)(F)F)cc1. The log10(VDss) is 0.990.